Binary Classification. Given a drug SMILES string, predict its activity (active/inactive) in a high-throughput screening assay against a specified biological target. From a dataset of Kir2.1 potassium channel HTS with 301,493 compounds. (1) The compound is n\1(c2c(ccc1=C(\C#N)C#N)cc(cc2)C)CC. The result is 0 (inactive). (2) The compound is Clc1ccc(c2c3c(sc2)nc(n(N)c3=O)C)cc1. The result is 0 (inactive). (3) The compound is n1(c2c(c(CN3CCc4c(C3)cccc4)c1)cccc2)C. The result is 0 (inactive). (4) The drug is O=C1N(CC(C1)C(=O)N(CC)CC(=O)Nc1ccc(NC(=O)C)cc1)Cc1ccc(cc1)C. The result is 0 (inactive). (5) The compound is Clc1ccc(COc2c(C(OCC(=O)NC3CC3)=O)cccc2)cc1. The result is 0 (inactive). (6) The molecule is O(CC(=O)N(C)C)C(=O)/C=C\c1c([N+]([O-])=O)cccc1. The result is 0 (inactive). (7) The compound is O1c2c(OC1)ccc(NC(=O)c1c3n(nc1)cccn3)c2. The result is 0 (inactive). (8) The compound is s1c(C(=O)NCC(N2CCN(CC2)c2ccc(OC)cc2)c2occc2)ccc1. The result is 0 (inactive).